From a dataset of Reaction yield outcomes from USPTO patents with 853,638 reactions. Predict the reaction yield, written as a fraction of the theoretical maximum amount of product (1.0 means a 100% yield; for example, 0.34 means a 34% yield). (1) The reactants are [Br:1][C:2]1[CH:3]=[C:4]([F:14])[CH:5]=[C:6]2[C:10]=1[NH:9][C:8]([C:11]([OH:13])=O)=[CH:7]2.[CH3:15][O:16]NCC1C=CC=CC=1.C1CN([P+](ON2N=N[C:44]3[CH:45]=[CH:46][CH:47]=[CH:48][C:43]2=3)(N2CCCC2)N2CCCC2)CC1.F[P-](F)(F)(F)(F)F.[CH:58]([NH:61]C(C)C)(C)C. The catalyst is C(OCC)(=O)C. The product is [CH3:15][O:16][C:48]1[CH:43]=[C:44]([CH:45]=[CH:46][CH:47]=1)[CH2:58][NH:61][C:11]([C:8]1[NH:9][C:10]2[C:6]([CH:7]=1)=[CH:5][C:4]([F:14])=[CH:3][C:2]=2[Br:1])=[O:13]. The yield is 0.810. (2) The reactants are C1(P(C2CCCCC2)C2CCCCC2)CCCCC1.Br[C:21]1[CH:29]=[C:28]([CH3:30])[CH:27]=[C:26]2[C:22]=1[CH:23]=[CH:24][NH:25]2.C([O-])(=O)C.[K+].B1(B2OC(C)(C)C(C)(C)O2)OC(C)(C)C(C)(C)O1.Cl[C:55]1[N:60]=[C:59]([N:61]2[CH2:66][CH2:65][O:64][CH2:63][C@H:62]2[CH3:67])[CH:58]=[C:57]([C:68]2([S:71]([CH3:74])(=[O:73])=[O:72])[CH2:70][CH2:69]2)[N:56]=1.C(=O)([O-])[O-].[Na+].[Na+]. The catalyst is O1CCOCC1.C1C=CC(/C=C/C(/C=C/C2C=CC=CC=2)=O)=CC=1.C1C=CC(/C=C/C(/C=C/C2C=CC=CC=2)=O)=CC=1.C1C=CC(/C=C/C(/C=C/C2C=CC=CC=2)=O)=CC=1.[Pd].[Pd].C1C=CC([P]([Pd]([P](C2C=CC=CC=2)(C2C=CC=CC=2)C2C=CC=CC=2)([P](C2C=CC=CC=2)(C2C=CC=CC=2)C2C=CC=CC=2)[P](C2C=CC=CC=2)(C2C=CC=CC=2)C2C=CC=CC=2)(C2C=CC=CC=2)C2C=CC=CC=2)=CC=1. The product is [CH3:30][C:28]1[CH:27]=[C:26]2[C:22]([CH:23]=[CH:24][NH:25]2)=[C:21]([C:55]2[N:60]=[C:59]([N:61]3[CH2:66][CH2:65][O:64][CH2:63][C@H:62]3[CH3:67])[CH:58]=[C:57]([C:68]3([S:71]([CH3:74])(=[O:72])=[O:73])[CH2:69][CH2:70]3)[N:56]=2)[CH:29]=1. The yield is 0.250.